From a dataset of Full USPTO retrosynthesis dataset with 1.9M reactions from patents (1976-2016). Predict the reactants needed to synthesize the given product. The reactants are: Cl[C:2]1[CH:7]=[C:6]([S:8]([CH3:11])(=[O:10])=[O:9])[CH:5]=[C:4]([Cl:12])[CH:3]=1.[Cl:13][C:14]1[C:22]2[N:21]=[C:20]([CH3:23])[N:19]([C:24]3[CH:25]=[C:26]([OH:30])[CH:27]=[CH:28][CH:29]=3)[C:18]=2[CH:17]=[CH:16][CH:15]=1. Given the product [Cl:13][C:14]1[C:22]2[N:21]=[C:20]([CH3:23])[N:19]([C:24]3[CH:29]=[CH:28][CH:27]=[C:26]([O:30][C:2]4[CH:7]=[C:6]([S:8]([CH3:11])(=[O:10])=[O:9])[CH:5]=[C:4]([Cl:12])[CH:3]=4)[CH:25]=3)[C:18]=2[CH:17]=[CH:16][CH:15]=1, predict the reactants needed to synthesize it.